Dataset: NCI-60 drug combinations with 297,098 pairs across 59 cell lines. Task: Regression. Given two drug SMILES strings and cell line genomic features, predict the synergy score measuring deviation from expected non-interaction effect. (1) Drug 1: CC1=C(C(=CC=C1)Cl)NC(=O)C2=CN=C(S2)NC3=CC(=NC(=N3)C)N4CCN(CC4)CCO. Drug 2: CN(C(=O)NC(C=O)C(C(C(CO)O)O)O)N=O. Cell line: T-47D. Synergy scores: CSS=-0.937, Synergy_ZIP=2.33, Synergy_Bliss=4.25, Synergy_Loewe=2.93, Synergy_HSA=0.202. (2) Drug 1: CC1=C(C(=CC=C1)Cl)NC(=O)C2=CN=C(S2)NC3=CC(=NC(=N3)C)N4CCN(CC4)CCO. Drug 2: CC1=C(N=C(N=C1N)C(CC(=O)N)NCC(C(=O)N)N)C(=O)NC(C(C2=CN=CN2)OC3C(C(C(C(O3)CO)O)O)OC4C(C(C(C(O4)CO)O)OC(=O)N)O)C(=O)NC(C)C(C(C)C(=O)NC(C(C)O)C(=O)NCCC5=NC(=CS5)C6=NC(=CS6)C(=O)NCCC[S+](C)C)O. Cell line: K-562. Synergy scores: CSS=78.3, Synergy_ZIP=2.14, Synergy_Bliss=1.89, Synergy_Loewe=-5.24, Synergy_HSA=1.89. (3) Drug 2: COC1=C2C(=CC3=C1OC=C3)C=CC(=O)O2. Drug 1: C1C(C(OC1N2C=NC3=C(N=C(N=C32)Cl)N)CO)O. Synergy scores: CSS=-0.979, Synergy_ZIP=0.508, Synergy_Bliss=-1.82, Synergy_Loewe=-1.21, Synergy_HSA=-4.82. Cell line: MCF7. (4) Drug 1: CN(C(=O)NC(C=O)C(C(C(CO)O)O)O)N=O. Drug 2: C1CNP(=O)(OC1)N(CCCl)CCCl. Cell line: HS 578T. Synergy scores: CSS=-2.69, Synergy_ZIP=1.69, Synergy_Bliss=2.00, Synergy_Loewe=-1.04, Synergy_HSA=-0.626.